From a dataset of Forward reaction prediction with 1.9M reactions from USPTO patents (1976-2016). Predict the product of the given reaction. (1) Given the reactants [F:1][C:2]1[C:3]([NH:17][CH2:18][OH:19])=[N:4][C:5]([O:8][CH2:9][C:10]2[CH:15]=[CH:14][C:13]([F:16])=[CH:12][CH:11]=2)=[N:6][CH:7]=1.[CH3:20][C:21]([CH3:26])([CH3:25])[C:22](Cl)=[O:23], predict the reaction product. The product is: [F:1][C:2]1[C:3]([NH:17][CH2:18][O:19][C:22](=[O:23])[C:21]([CH3:26])([CH3:25])[CH3:20])=[N:4][C:5]([O:8][CH2:9][C:10]2[CH:11]=[CH:12][C:13]([F:16])=[CH:14][CH:15]=2)=[N:6][CH:7]=1. (2) Given the reactants [Cl:1][C:2]1[CH:7]=[CH:6][C:5]([NH:8][S:9]([C:12]([F:15])([F:14])[F:13])(=[O:11])=[O:10])=[C:4]([O:16][C:17]2[CH:22]=[CH:21][C:20]([Cl:23])=[CH:19][C:18]=2[Cl:24])[CH:3]=1.[CH2:25](Cl)[C:26]#[CH:27].C(=O)([O-])[O-].[K+].[K+].[I-].[Na+], predict the reaction product. The product is: [Cl:1][C:2]1[CH:7]=[CH:6][C:5]([N:8]([CH2:27][C:26]#[CH:25])[S:9]([C:12]([F:15])([F:13])[F:14])(=[O:10])=[O:11])=[C:4]([O:16][C:17]2[CH:22]=[CH:21][C:20]([Cl:23])=[CH:19][C:18]=2[Cl:24])[CH:3]=1. (3) Given the reactants [NH2:1][C:2]1[N:7]=[C:6]([N:8]2[C:16]3[C:11](=[CH:12][CH:13]=[C:14](Br)[CH:15]=3)[C:10]([C:18]([NH:20][CH3:21])=[O:19])=[N:9]2)[CH:5]=[CH:4][N:3]=1.S1C=CN=C1C(O)(C#C)C.[CH3:32][C:33]1[O:37][N:36]=[C:35]([C@:38]([OH:42])([C:40]#[CH:41])[CH3:39])[CH:34]=1, predict the reaction product. The product is: [NH2:1][C:2]1[N:7]=[C:6]([N:8]2[C:16]3[C:11](=[CH:12][CH:13]=[C:14]([C:41]#[C:40][C@@:38]([OH:42])([C:35]4[CH:34]=[C:33]([CH3:32])[O:37][N:36]=4)[CH3:39])[CH:15]=3)[C:10]([C:18]([NH:20][CH3:21])=[O:19])=[N:9]2)[CH:5]=[CH:4][N:3]=1. (4) Given the reactants CC(C)(C)C([O:5][CH2:6][C@@H:7]1[C@@H:12]([O:13]C(=O)C(C)(C)C)[C@H:11]([O:20]C(=O)C(C)(C)C)[C@H:10]([O:27]C(=O)C(C)(C)C)[C@@H:9]([C:34]2[CH:39]=[CH:38][CH:37]=[C:36]([C:40]#[C:41][Si](C)(C)C)[CH:35]=2)[O:8]1)=O.CO[Na], predict the reaction product. The product is: [C:40]([C:36]1[CH:35]=[C:34]([C@@H:9]2[C@@H:10]([OH:27])[C@@H:11]([OH:20])[C@H:12]([OH:13])[C@@H:7]([CH2:6][OH:5])[O:8]2)[CH:39]=[CH:38][CH:37]=1)#[CH:41]. (5) Given the reactants [OH:1][CH2:2][CH2:3][CH2:4][CH2:5][CH2:6][CH2:7][CH2:8][CH2:9][CH2:10][C:11]([OH:13])=[O:12].[CH2:14](Br)[CH3:15].C(=O)([O-])[O-].[Li+].[Li+], predict the reaction product. The product is: [CH2:14]([O:12][C:11](=[O:13])[CH2:10][CH2:9][CH2:8][CH2:7][CH2:6][CH2:5][CH2:4][CH2:3][CH2:2][OH:1])[CH3:15]. (6) Given the reactants [H-].[Na+].[N:3]1([CH:9]([C:12]2[CH:17]=[CH:16][CH:15]=[CH:14][CH:13]=2)[C:10]#[N:11])[CH2:8][CH2:7][O:6][CH2:5][CH2:4]1.Cl[C:19]1[CH:24]=[CH:23][C:22]([N+:25]([O-:27])=[O:26])=[C:21]([CH:28]([O:31][CH3:32])[O:29][CH3:30])[CH:20]=1, predict the reaction product. The product is: [CH3:30][O:29][CH:28]([O:31][CH3:32])[C:21]1[CH:20]=[C:19]([C:9]([N:3]2[CH2:4][CH2:5][O:6][CH2:7][CH2:8]2)([C:12]2[CH:13]=[CH:14][CH:15]=[CH:16][CH:17]=2)[C:10]#[N:11])[CH:24]=[CH:23][C:22]=1[N+:25]([O-:27])=[O:26].